Dataset: Full USPTO retrosynthesis dataset with 1.9M reactions from patents (1976-2016). Task: Predict the reactants needed to synthesize the given product. (1) Given the product [Br:44][C:45]1[CH:46]=[C:47]([C@H:51]([NH:53][C:36]([NH:20][C:19]2[CH:21]=[C:22]([CH3:23])[C:16]([O:15][C:6]3[C:5]4[C:10](=[CH:11][C:12]([O:13][CH3:14])=[C:3]([O:2][CH3:1])[CH:4]=4)[N:9]=[CH:8][CH:7]=3)=[CH:17][C:18]=2[CH3:24])=[O:42])[CH3:52])[CH:48]=[CH:49][CH:50]=1, predict the reactants needed to synthesize it. The reactants are: [CH3:1][O:2][C:3]1[CH:4]=[C:5]2[C:10](=[CH:11][C:12]=1[O:13][CH3:14])[N:9]=[CH:8][CH:7]=[C:6]2[O:15][C:16]1[C:22]([CH3:23])=[CH:21][C:19]([NH2:20])=[C:18]([CH3:24])[CH:17]=1.C(N(CC)CC)C.ClC(Cl)(O[C:36](=[O:42])OC(Cl)(Cl)Cl)Cl.[Br:44][C:45]1[CH:46]=[C:47]([C@H:51]([NH2:53])[CH3:52])[CH:48]=[CH:49][CH:50]=1. (2) Given the product [CH2:1]([O:3][C:4]([C:6]1[CH:7]=[C:8]2[N:13]([C:14]=1[C:15]1[CH:16]=[N:17][C:18]3[C:23]([CH:24]=1)=[CH:22][CH:21]=[CH:20][CH:19]=3)[CH:12]=[CH:11][C:10]([CH2:25][N:26]1[CH:33]=[C:32]([C:31]([OH:36])([C:30]([F:38])([F:37])[F:29])[CH2:34][CH3:35])[N:28]=[N:27]1)=[CH:9]2)=[O:5])[CH3:2], predict the reactants needed to synthesize it. The reactants are: [CH2:1]([O:3][C:4]([C:6]1[CH:7]=[C:8]2[N:13]([C:14]=1[C:15]1[CH:16]=[N:17][C:18]3[C:23]([CH:24]=1)=[CH:22][CH:21]=[CH:20][CH:19]=3)[CH:12]=[CH:11][C:10]([CH2:25][N:26]=[N+:27]=[N-:28])=[CH:9]2)=[O:5])[CH3:2].[F:29][C:30]([F:38])([F:37])[C:31]([OH:36])([CH2:34][CH3:35])[C:32]#[CH:33]. (3) Given the product [Cl:13][C:14]1[CH:15]=[N:16][CH:17]=[CH:18][C:19]=1[CH:20]=[O:21], predict the reactants needed to synthesize it. The reactants are: [Li+].CCC[CH2-].C(NC(C)C)(C)C.[Cl:13][C:14]1[CH:15]=[N:16][CH:17]=[CH:18][CH:19]=1.[CH:20](OCC)=[O:21]. (4) Given the product [CH2:17]([O:12][C:11](=[O:13])[CH2:10][CH2:9][C:8]([C:6]1[CH:7]=[C:2]([Cl:1])[CH:3]=[CH:4][C:5]=1[OH:15])=[O:14])[CH3:18], predict the reactants needed to synthesize it. The reactants are: [Cl:1][C:2]1[CH:3]=[CH:4][C:5]([OH:15])=[C:6]([C:8](=[O:14])[CH2:9][CH2:10][C:11]([OH:13])=[O:12])[CH:7]=1.Cl.[CH2:17](O)[CH3:18]. (5) Given the product [CH3:1][O:2][C:3]1[C:4]([O:12][CH2:13][CH2:14][CH3:15])=[C:5]([CH:9]=[CH:10][CH:11]=1)[CH2:6][N:23]([CH3:21])[C:16](=[O:19])[CH:17]=[CH2:18], predict the reactants needed to synthesize it. The reactants are: [CH3:1][O:2][C:3]1[C:4]([O:12][CH2:13][CH2:14][CH3:15])=[C:5]([CH:9]=[CH:10][CH:11]=1)[CH2:6]CN.[C:16](Cl)(=[O:19])[CH:17]=[CH2:18].[CH2:21]([N:23](CC)CC)C. (6) Given the product [Cl:16][C:13]1[CH:12]=[N:11][CH:10]=[C:9]([Cl:8])[C:14]=1[N:5]1[CH2:6][CH2:7][N:2]([CH3:1])[CH2:3][CH2:4]1, predict the reactants needed to synthesize it. The reactants are: [CH3:1][N:2]1[CH2:7][CH2:6][NH:5][CH2:4][CH2:3]1.[Cl:8][C:9]1[CH:10]=[N:11][CH:12]=[C:13]([Cl:16])[C:14]=1Cl.C(N(CC)CC)C. (7) Given the product [C:25]([O:24][C:22]([NH:21][C@@H:18]([C:13]1[C:12]([F:29])=[C:11]([C:16]([Cl:17])=[CH:15][CH:14]=1)[O:10][C:8]1[CH:7]=[CH:6][C:5]([F:30])=[C:4]([CH:9]=1)[C:3]([OH:31])=[O:2])[CH2:19][CH3:20])=[O:23])([CH3:26])([CH3:27])[CH3:28], predict the reactants needed to synthesize it. The reactants are: C[O:2][C:3](=[O:31])[C:4]1[CH:9]=[C:8]([O:10][C:11]2[C:16]([Cl:17])=[CH:15][CH:14]=[C:13]([C@H:18]([NH:21][C:22]([O:24][C:25]([CH3:28])([CH3:27])[CH3:26])=[O:23])[CH2:19][CH3:20])[C:12]=2[F:29])[CH:7]=[CH:6][C:5]=1[F:30].O[Li].O. (8) Given the product [CH:31]1([CH2:34][N:35]([CH:36]([C:39]2[CH:40]=[CH:41][CH:42]=[CH:43][CH:44]=2)[CH:37]=[CH2:38])[C:13](=[O:15])[CH:12]([N:3]2[C:4](=[O:11])[C:5]3[C:10](=[CH:9][CH:8]=[CH:7][CH:6]=3)[C:2]2=[O:1])[CH2:16][CH:17]=[CH2:18])[CH2:33][CH2:32]1, predict the reactants needed to synthesize it. The reactants are: [O:1]=[C:2]1[C:10]2[C:5](=[CH:6][CH:7]=[CH:8][CH:9]=2)[C:4](=[O:11])[N:3]1[C@@H:12]([CH2:16][CH:17]=[CH2:18])[C:13]([OH:15])=O.CCN=C=NCCCN(C)C.Cl.[CH:31]1([CH2:34][NH:35][CH:36]([C:39]2[CH:44]=[CH:43][CH:42]=[CH:41][CH:40]=2)[CH:37]=[CH2:38])[CH2:33][CH2:32]1. (9) Given the product [CH3:22][C:23]1[N:24]=[CH:25][N:26]([C:2]2[CH:3]=[C:4]3[C:9](=[CH:10][C:11]=2[N+:12]([O-:14])=[O:13])[NH:8][C:7](=[O:15])[N:6]([NH:16][S:17]([CH3:20])(=[O:19])=[O:18])[C:5]3=[O:21])[C:27]=1[CH3:28], predict the reactants needed to synthesize it. The reactants are: F[C:2]1[CH:3]=[C:4]2[C:9](=[CH:10][C:11]=1[N+:12]([O-:14])=[O:13])[NH:8][C:7](=[O:15])[N:6]([NH:16][S:17]([CH3:20])(=[O:19])=[O:18])[C:5]2=[O:21].[CH3:22][C:23]1[N:24]=[CH:25][NH:26][C:27]=1[CH3:28]. (10) Given the product [Cl:25][C:26]1[CH:33]=[CH:32][CH:31]=[CH:30][C:27]=1[CH2:28][N:14]1[C:15]2[CH2:16][CH2:17][NH:8][CH2:9][CH2:10][C:11]=2[C:12]([C:18]2[CH:19]=[CH:20][C:21]([Cl:24])=[CH:22][CH:23]=2)=[N:13]1, predict the reactants needed to synthesize it. The reactants are: C(OC([N:8]1[CH2:17][CH2:16][C:15]2[NH:14][N:13]=[C:12]([C:18]3[CH:23]=[CH:22][C:21]([Cl:24])=[CH:20][CH:19]=3)[C:11]=2[CH2:10][CH2:9]1)=O)(C)(C)C.[Cl:25][C:26]1[CH:33]=[CH:32][CH:31]=[CH:30][C:27]=1[CH2:28]Cl.